Dataset: Full USPTO retrosynthesis dataset with 1.9M reactions from patents (1976-2016). Task: Predict the reactants needed to synthesize the given product. (1) Given the product [C:1]([O:6][CH:7]([O:9][CH2:10][CH2:11][CH2:12][CH3:13])[CH3:8])(=[O:5])[C:2]([CH3:4])=[CH2:3].[C:14]([O:19][CH2:20][CH:21]1[O:23][CH2:22]1)(=[O:18])[C:15]([CH3:17])=[CH2:16].[C:14]([O:19][CH:20]([CH3:24])[CH2:21][O:23][CH3:22])(=[O:18])[CH3:15], predict the reactants needed to synthesize it. The reactants are: [C:1]([O:6][CH:7]([O:9][CH2:10][CH2:11][CH2:12][CH3:13])[CH3:8])(=[O:5])[C:2]([CH3:4])=[CH2:3].[C:14]([O:19][CH2:20][CH:21]1[O:23][CH2:22]1)(=[O:18])[C:15]([CH3:17])=[CH2:16].[CH2:24](C(C)=O)C(C)C.N(C(C)(CC)C([O-])=O)=NC(C)(CC)C([O-])=O. (2) Given the product [C:28]([O:27][C:26](=[O:32])[N:25]([CH2:24][CH2:23][O:22][NH:21][C:18]([C@@H:13]1[CH2:12][CH2:11][C@@H:10]2[CH2:17][N:14]1[C:15](=[O:16])[N:9]2[O:8][CH2:1][C:2]1[CH:3]=[CH:4][CH:5]=[CH:6][CH:7]=1)=[O:20])[CH3:33])([CH3:31])([CH3:29])[CH3:30], predict the reactants needed to synthesize it. The reactants are: [CH2:1]([O:8][N:9]1[C:15](=[O:16])[N:14]2[CH2:17][C@H:10]1[CH2:11][CH2:12][C@H:13]2[C:18]([OH:20])=O)[C:2]1[CH:7]=[CH:6][CH:5]=[CH:4][CH:3]=1.[NH2:21][O:22][CH2:23][CH2:24][N:25]([CH3:33])[C:26](=[O:32])[O:27][C:28]([CH3:31])([CH3:30])[CH3:29]. (3) Given the product [F:20][C:2]([F:1])([F:19])[C:3]1[CH:4]=[CH:5][C:6]([C:9]2[S:10][C:11]([C:14]([OH:16])=[O:15])=[CH:12][N:13]=2)=[CH:7][CH:8]=1, predict the reactants needed to synthesize it. The reactants are: [F:1][C:2]([F:20])([F:19])[C:3]1[CH:8]=[CH:7][C:6]([C:9]2[S:10][C:11]([C:14]([O:16]CC)=[O:15])=[CH:12][N:13]=2)=[CH:5][CH:4]=1.[Li+].[OH-].Cl. (4) Given the product [NH2:13][C:14]1[CH:19]=[C:18]([O:20][CH3:21])[CH:17]=[CH:16][C:15]=1[C:22]([C:24]1[CH:29]=[CH:28][CH:27]=[CH:26][C:25]=1[O:30][CH3:31])=[O:23].[CH3:31][O:30][C:25]1[CH:26]=[CH:27][CH:28]=[CH:29][C:24]=1[C:22]([C:15]1[CH:16]=[CH:17][C:18]([O:20][CH3:21])=[CH:19][C:14]=1[NH:13][C:4]([NH:32][C:33]1[S:34][CH:35]=[CH:36][N:37]=1)=[O:5])=[O:23], predict the reactants needed to synthesize it. The reactants are: NC1C=C(OC)C=CC=1[C:4](O)=[O:5].[NH2:13][C:14]1[CH:19]=[C:18]([O:20][CH3:21])[CH:17]=[CH:16][C:15]=1[C:22]([C:24]1[CH:29]=[CH:28][CH:27]=[CH:26][C:25]=1[O:30][CH3:31])=[O:23].[NH2:32][C:33]1[S:34][CH:35]=[CH:36][N:37]=1. (5) Given the product [CH:35]1([NH:36][C:23](=[O:24])[C:20]2[CH:19]=[CH:18][C:17]([CH:15]([OH:16])[CH2:14][N:6]3[C:7]4[CH:8]=[CH:9][C:10]([CH3:13])=[CH:11][C:12]=4[C:4]4[CH2:3][N:2]([CH3:1])[CH2:27][CH2:26][C:5]3=4)=[CH:22][N:21]=2)[CH2:33][CH2:34]1, predict the reactants needed to synthesize it. The reactants are: [CH3:1][N:2]1[CH2:27][CH2:26][C:5]2[N:6]([CH2:14][CH:15]([C:17]3[CH:18]=[CH:19][C:20]([C:23](O)=[O:24])=[N:21][CH:22]=3)[OH:16])[C:7]3[CH:8]=[CH:9][C:10]([CH3:13])=[CH:11][C:12]=3[C:4]=2[CH2:3]1.CCN=C=N[CH2:33][CH2:34][CH2:35][N:36](C)C.Cl.C1(N)CC1. (6) Given the product [NH2:1][C:2]1[N:7]=[C:6]([CH2:8][CH2:9][CH2:10][CH2:11][OH:12])[CH:5]=[C:4]([NH:16][C:17]2[CH:22]=[CH:21][C:20]([O:23][C:24]3[CH:29]=[CH:28][N:27]=[C:26]4[NH:30][CH:31]=[CH:32][C:25]=34)=[C:19]([F:33])[CH:18]=2)[N:3]=1, predict the reactants needed to synthesize it. The reactants are: [NH2:1][C:2]1[N:7]=[C:6]([CH2:8][CH2:9][CH2:10][C:11](OCC)=[O:12])[CH:5]=[C:4]([NH:16][C:17]2[CH:22]=[CH:21][C:20]([O:23][C:24]3[CH:29]=[CH:28][N:27]=[C:26]4[NH:30][CH:31]=[CH:32][C:25]=34)=[C:19]([F:33])[CH:18]=2)[N:3]=1.[B-].[Na+]. (7) Given the product [ClH:12].[Cl:12][C:11]1[CH:7]=[C:3]([C:4]([NH2:6])=[O:5])[C:1](=[NH:2])[N:24]([CH2:23][C:21]2[CH:22]=[C:17]([CH3:16])[CH:18]=[CH:19][C:20]=2[S:25]([CH3:28])(=[O:27])=[O:26])[CH:10]=1, predict the reactants needed to synthesize it. The reactants are: [C:1]([CH:3]([CH:7]1[C:11]([Cl:12])=[C:10](Cl)C(=O)O1)[C:4]([NH2:6])=[O:5])#[N:2].Cl.[CH3:16][C:17]1[CH:18]=[CH:19][C:20]([S:25]([CH3:28])(=[O:27])=[O:26])=[C:21]([CH2:23][NH2:24])[CH:22]=1.C(=O)([O-])[O-].[K+].[K+].[OH-].[Na+]. (8) Given the product [C:23]([C:12](=[O:15])[CH2:27][N:1]1[CH2:6][CH2:5][CH:4]([C:7]([O:9][CH2:10][CH3:11])=[O:8])[CH2:3][CH2:2]1)([CH3:26])([CH3:25])[CH3:24], predict the reactants needed to synthesize it. The reactants are: [NH:1]1[CH2:6][CH2:5][CH:4]([C:7]([O:9][CH2:10][CH3:11])=[O:8])[CH2:3][CH2:2]1.[C:12](=[O:15])([O-])[O-].[K+].[K+].BrCC(O[C:23]([CH3:26])([CH3:25])[CH3:24])=O.[CH3:27]N(C=O)C. (9) Given the product [Cl:1][C:2]1[C:3]([C:25]2[S:26][C:27]([C:30]3[CH:35]=[C:34]([O:36][CH:39]4[CH2:42][O:41][CH2:40]4)[N:33]=[C:32]([Cl:37])[CH:31]=3)=[N:28][N:29]=2)=[CH:4][C:5]([F:24])=[C:6]([CH:23]=1)[O:7][CH2:8][C@H:9]1[CH2:13][O:12][C:11]([CH3:15])([CH3:14])[N:10]1[C:16]([O:18][C:19]([CH3:20])([CH3:21])[CH3:22])=[O:17], predict the reactants needed to synthesize it. The reactants are: [Cl:1][C:2]1[C:3]([C:25]2[S:26][C:27]([C:30]3[CH:35]=[C:34]([OH:36])[N:33]=[C:32]([Cl:37])[CH:31]=3)=[N:28][N:29]=2)=[CH:4][C:5]([F:24])=[C:6]([CH:23]=1)[O:7][CH2:8][C@H:9]1[CH2:13][O:12][C:11]([CH3:15])([CH3:14])[N:10]1[C:16]([O:18][C:19]([CH3:22])([CH3:21])[CH3:20])=[O:17].I[CH:39]1[CH2:42][O:41][CH2:40]1.C([O-])([O-])=O.[K+].[K+].